Dataset: Peptide-MHC class I binding affinity with 185,985 pairs from IEDB/IMGT. Task: Regression. Given a peptide amino acid sequence and an MHC pseudo amino acid sequence, predict their binding affinity value. This is MHC class I binding data. (1) The peptide sequence is RAFGRDWRY. The MHC is HLA-B18:01 with pseudo-sequence HLA-B18:01. The binding affinity (normalized) is 0.0847. (2) The peptide sequence is RAVEPGTVL. The MHC is HLA-A69:01 with pseudo-sequence HLA-A69:01. The binding affinity (normalized) is 0.507. (3) The peptide sequence is VLLPFYETL. The MHC is H-2-Kb with pseudo-sequence H-2-Kb. The binding affinity (normalized) is 0.810. (4) The peptide sequence is GQMPRQTGGF. The MHC is Mamu-B03 with pseudo-sequence Mamu-B03. The binding affinity (normalized) is 0.102.